Predict the reaction yield, written as a fraction of the theoretical maximum amount of product (1.0 means a 100% yield; for example, 0.34 means a 34% yield). From a dataset of Reaction yield outcomes from USPTO patents with 853,638 reactions. (1) The reactants are [Cl:1][C:2]1[CH:37]=[CH:36][C:5]2[N:6](CC3C=CC(OC)=CC=3)[C:7](=[O:26])[CH:8]([CH2:18][C:19]3[CH:24]=[CH:23][CH:22]=[CH:21][C:20]=3[CH3:25])[N:9]=[C:10]([C:11]3[CH:16]=[CH:15][C:14]([F:17])=[CH:13][CH:12]=3)[C:4]=2[CH:3]=1.C1(OC)C=CC=CC=1.[Al+3].[Cl-].[Cl-].[Cl-]. The catalyst is ClC(Cl)C.C(OCC)(=O)C. The product is [Cl:1][C:2]1[CH:37]=[CH:36][C:5]2[NH:6][C:7](=[O:26])[CH:8]([CH2:18][C:19]3[CH:24]=[CH:23][CH:22]=[CH:21][C:20]=3[CH3:25])[N:9]=[C:10]([C:11]3[CH:16]=[CH:15][C:14]([F:17])=[CH:13][CH:12]=3)[C:4]=2[CH:3]=1. The yield is 0.800. (2) The reactants are [CH2:1]([N:8]1[C:13](=[O:14])[C:12]2[C:15]([CH3:18])=[N:16][O:17][C:11]=2[N:10]=[C:9]1[CH:19](Br)[CH2:20][CH3:21])[C:2]1[CH:7]=[CH:6][CH:5]=[CH:4][CH:3]=1.[C:23]([NH:30][CH2:31][CH2:32][CH2:33][NH2:34])([O:25][C:26]([CH3:29])([CH3:28])[CH3:27])=[O:24]. The catalyst is CCO. The product is [C:26]([O:25][C:23](=[O:24])[NH:30][CH2:31][CH2:32][CH2:33][NH:34][CH:19]([C:9]1[N:8]([CH2:1][C:2]2[CH:7]=[CH:6][CH:5]=[CH:4][CH:3]=2)[C:13](=[O:14])[C:12]2[C:15]([CH3:18])=[N:16][O:17][C:11]=2[N:10]=1)[CH2:20][CH3:21])([CH3:29])([CH3:27])[CH3:28]. The yield is 0.660.